Dataset: Forward reaction prediction with 1.9M reactions from USPTO patents (1976-2016). Task: Predict the product of the given reaction. Given the reactants [CH2:1]([C:3]1[CH:8]=[C:7]([CH3:9])[CH:6]=[C:5]([CH2:10][CH3:11])[C:4]=1[C:12](=[O:23])[C:13]([N:15]([CH3:22])[N:16]=[C:17]([CH3:21])[CH2:18][S:19][CH3:20])=[O:14])[CH3:2].[OH:24]O, predict the reaction product. The product is: [CH2:10]([C:5]1[CH:6]=[C:7]([CH3:9])[CH:8]=[C:3]([CH2:1][CH3:2])[C:4]=1[C:12](=[O:23])[C:13]([N:15]([CH3:22])[N:16]=[C:17]([CH3:21])[CH2:18][S:19]([CH3:20])=[O:24])=[O:14])[CH3:11].